Dataset: Reaction yield outcomes from USPTO patents with 853,638 reactions. Task: Predict the reaction yield, written as a fraction of the theoretical maximum amount of product (1.0 means a 100% yield; for example, 0.34 means a 34% yield). The reactants are [Br:1][C:2]1[N:7]=[C:6]([C:8](O)=[O:9])[C:5]([O:11][CH2:12][C:13]2[CH:18]=[CH:17][CH:16]=[CH:15][CH:14]=2)=[C:4]([O:19][CH3:20])[CH:3]=1.C(Cl)(=O)C([Cl:24])=O. The catalyst is C1C=CC=CC=1.CN(C=O)C. The product is [Br:1][C:2]1[N:7]=[C:6]([C:8]([Cl:24])=[O:9])[C:5]([O:11][CH2:12][C:13]2[CH:18]=[CH:17][CH:16]=[CH:15][CH:14]=2)=[C:4]([O:19][CH3:20])[CH:3]=1. The yield is 1.00.